This data is from Full USPTO retrosynthesis dataset with 1.9M reactions from patents (1976-2016). The task is: Predict the reactants needed to synthesize the given product. (1) Given the product [Br:11][C:12]1[CH:17]=[CH:16][N:15]=[C:14]2[N:18]([S:7]([C:1]3[CH:6]=[CH:5][CH:4]=[CH:3][CH:2]=3)(=[O:9])=[O:8])[C:19]([I:21])=[CH:20][C:13]=12, predict the reactants needed to synthesize it. The reactants are: [C:1]1([S:7](Cl)(=[O:9])=[O:8])[CH:6]=[CH:5][CH:4]=[CH:3][CH:2]=1.[Br:11][C:12]1[CH:17]=[CH:16][N:15]=[C:14]2[NH:18][C:19]([I:21])=[CH:20][C:13]=12. (2) Given the product [Cl:20][C:5]1[C:6]([NH:9][C@@H:10]2[C@@H:15]3[O:16][C@@H:12]([CH2:13][CH2:14]3)[C@@H:11]2[C:17]([NH2:19])=[O:18])=[C:7]2[N:8]=[C:31]([C:30]3[CH:29]=[CH:28][C:27]([N:24]4[CH2:25][CH2:26][O:21][CH2:22][CH2:23]4)=[CH:34][CH:33]=3)[NH:1][C:2]2=[N:3][CH:4]=1, predict the reactants needed to synthesize it. The reactants are: [NH2:1][C:2]1[C:7]([NH2:8])=[C:6]([NH:9][C@@H:10]2[C@@H:15]3[O:16][C@@H:12]([CH2:13][CH2:14]3)[C@@H:11]2[C:17]([NH2:19])=[O:18])[C:5]([Cl:20])=[CH:4][N:3]=1.[O:21]1[CH2:26][CH2:25][N:24]([C:27]2[CH:34]=[CH:33][C:30]([CH:31]=O)=[CH:29][CH:28]=2)[CH2:23][CH2:22]1.C([O-])(=O)C.[NH4+]. (3) Given the product [NH2:23][C:20]1[CH:19]=[CH:18][C:17]([C:4]2[C:3]([C:1]#[N:2])=[CH:8][N:7]=[C:6]([NH:9][C:10]3[CH:15]=[CH:14][C:13]([F:16])=[CH:12][CH:11]=3)[N:5]=2)=[CH:22][N:21]=1, predict the reactants needed to synthesize it. The reactants are: [C:1]([C:3]1[C:4]([C:17]2[CH:18]=[CH:19][C:20]([NH:23]CC3C=CC(OC)=CC=3)=[N:21][CH:22]=2)=[N:5][C:6]([NH:9][C:10]2[CH:15]=[CH:14][C:13]([F:16])=[CH:12][CH:11]=2)=[N:7][CH:8]=1)#[N:2].C([O-])(O)=O.[Na+]. (4) Given the product [CH2:14]([O:1][C:2]1[CH:9]=[C:8]([O:10][CH3:11])[CH:7]=[CH:6][C:3]=1[CH:4]=[O:5])[C:15]1[CH:20]=[CH:19][CH:18]=[CH:17][CH:16]=1, predict the reactants needed to synthesize it. The reactants are: [OH:1][C:2]1[CH:9]=[C:8]([O:10][CH3:11])[CH:7]=[CH:6][C:3]=1[CH:4]=[O:5].[OH-].[K+].[CH2:14](Br)[C:15]1[CH:20]=[CH:19][CH:18]=[CH:17][CH:16]=1.CCCCCC. (5) Given the product [ClH:32].[C:21]1([C:24]2[CH:29]=[CH:28][CH:27]=[CH:26][CH:25]=2)[CH:20]=[CH:19][C:18]([NH:17][C:16](=[O:30])[CH2:15][C:14](=[O:31])[N:11]2[CH2:10][CH2:9][NH:8][CH2:13][CH2:12]2)=[CH:23][CH:22]=1, predict the reactants needed to synthesize it. The reactants are: C(OC([N:8]1[CH2:13][CH2:12][N:11]([C:14](=[O:31])[CH2:15][C:16](=[O:30])[NH:17][C:18]2[CH:23]=[CH:22][C:21]([C:24]3[CH:29]=[CH:28][CH:27]=[CH:26][CH:25]=3)=[CH:20][CH:19]=2)[CH2:10][CH2:9]1)=O)(C)(C)C.[ClH:32].